From a dataset of Peptide-MHC class I binding affinity with 185,985 pairs from IEDB/IMGT. Regression. Given a peptide amino acid sequence and an MHC pseudo amino acid sequence, predict their binding affinity value. This is MHC class I binding data. (1) The peptide sequence is NSYDFFHT. The MHC is H-2-Kb with pseudo-sequence H-2-Kb. The binding affinity (normalized) is 0.159. (2) The peptide sequence is MMMNWSPTT. The MHC is HLA-A02:01 with pseudo-sequence HLA-A02:01. The binding affinity (normalized) is 0.553.